This data is from Reaction yield outcomes from USPTO patents with 853,638 reactions. The task is: Predict the reaction yield, written as a fraction of the theoretical maximum amount of product (1.0 means a 100% yield; for example, 0.34 means a 34% yield). (1) The reactants are Cl[CH2:2][CH2:3][CH2:4][NH:5][C:6]([NH:8][C:9]1[CH:10]=[N:11][CH:12]=[CH:13][CH:14]=1)=[O:7].[H-].[Na+].C(OCC)(=O)C. The catalyst is CN(C=O)C.C1COCC1. The product is [N:11]1[CH:12]=[CH:13][CH:14]=[C:9]([N:8]2[CH2:2][CH2:3][CH2:4][NH:5][C:6]2=[O:7])[CH:10]=1. The yield is 0.971. (2) The yield is 0.700. The reactants are [F:1][C:2]([F:7])([F:6])[C:3]([OH:5])=[O:4].[C:8]1([C:14]2[CH:19]=[C:18]([CH:20]3[CH2:25][CH2:24][NH:23][CH2:22][CH2:21]3)[CH:17]=[CH:16][C:15]=2[NH:26][C:27]([C:29]2[NH:30][CH:31]=[C:32]([C:34]#[N:35])[N:33]=2)=[O:28])[CH2:13][CH2:12][CH2:11][CH2:10][CH:9]=1.Cl.[N:37]1[CH:42]=[CH:41][CH:40]=[CH:39][C:38]=1[CH2:43][C:44](O)=[O:45].CCN=C=NCCCN(C)C.C1C=CC2N(O)N=NC=2C=1.CCN(C(C)C)C(C)C. The product is [F:1][C:2]([F:7])([F:6])[C:3]([OH:5])=[O:4].[C:8]1([C:14]2[CH:19]=[C:18]([CH:20]3[CH2:21][CH2:22][N:23]([C:44](=[O:45])[CH2:43][C:38]4[CH:39]=[CH:40][CH:41]=[CH:42][N:37]=4)[CH2:24][CH2:25]3)[CH:17]=[CH:16][C:15]=2[NH:26][C:27]([C:29]2[NH:30][CH:31]=[C:32]([C:34]#[N:35])[N:33]=2)=[O:28])[CH2:13][CH2:12][CH2:11][CH2:10][CH:9]=1. The catalyst is O.CN(C=O)C. (3) The reactants are CN(/C=[N:5]/[C:6]1[C:11]2[C:12]([C:15]3[CH:20]=[CH:19][C:18]([NH:21][C:22]([C:24]4[N:25]([CH3:33])[C:26]5[C:31]([CH:32]=4)=[CH:30][CH:29]=[CH:28][CH:27]=5)=[O:23])=[C:17]([O:34][CH3:35])[CH:16]=3)=[CH:13][S:14][C:10]=2[C:9]([NH:36][S:37]([C:40]2[S:41][CH:42]=[CH:43][CH:44]=2)(=[O:39])=[O:38])=[CH:8][N:7]=1)C.Cl. The catalyst is O1CCOCC1. The product is [NH2:5][C:6]1[C:11]2[C:12]([C:15]3[CH:20]=[CH:19][C:18]([NH:21][C:22]([C:24]4[N:25]([CH3:33])[C:26]5[C:31]([CH:32]=4)=[CH:30][CH:29]=[CH:28][CH:27]=5)=[O:23])=[C:17]([O:34][CH3:35])[CH:16]=3)=[CH:13][S:14][C:10]=2[C:9]([NH:36][S:37]([C:40]2[S:41][CH:42]=[CH:43][CH:44]=2)(=[O:38])=[O:39])=[CH:8][N:7]=1. The yield is 0.450. (4) The reactants are Cl.CO[C:4](=[O:10])[C@H:5]([CH:7]([CH3:9])[CH3:8])[NH2:6].[N:11]([C:14]1[CH:15]=[CH:16][C:17]([O:20][C:21](=[O:30])[N:22]([CH3:29])[C:23]2[CH:28]=[CH:27][CH:26]=[CH:25][CH:24]=2)=[N:18][CH:19]=1)=[C:12]=[S:13].CO.C(N(CC)CC)C. The catalyst is ClCC(Cl)C.ClCCl. The product is [CH:7]([C@H:5]1[C:4](=[O:10])[N:11]([C:14]2[CH:15]=[CH:16][C:17]([O:20][C:21](=[O:30])[N:22]([CH3:29])[C:23]3[CH:28]=[CH:27][CH:26]=[CH:25][CH:24]=3)=[N:18][CH:19]=2)[C:12](=[S:13])[NH:6]1)([CH3:8])[CH3:9]. The yield is 0.180. (5) The reactants are [CH3:1][O:2][C:3]1[CH:21]=[C:20]([O:22][CH2:23][C:24]2[N:25]=[C:26]([C:29]3[CH:41]=[CH:40][C:32]([C:33]([O:35]C(C)(C)C)=[O:34])=[CH:31][CH:30]=3)[S:27][CH:28]=2)[C:6]2[CH:7]=[C:8]([C:10]3[N:11]=[C:12]4[N:16]([CH:17]=3)[N:15]=[C:14]([O:18][CH3:19])[S:13]4)[O:9][C:5]=2[CH:4]=1.C(O)(C(F)(F)F)=O. The catalyst is C(Cl)Cl. The product is [CH3:1][O:2][C:3]1[CH:21]=[C:20]([O:22][CH2:23][C:24]2[N:25]=[C:26]([C:29]3[CH:41]=[CH:40][C:32]([C:33]([OH:35])=[O:34])=[CH:31][CH:30]=3)[S:27][CH:28]=2)[C:6]2[CH:7]=[C:8]([C:10]3[N:11]=[C:12]4[N:16]([CH:17]=3)[N:15]=[C:14]([O:18][CH3:19])[S:13]4)[O:9][C:5]=2[CH:4]=1. The yield is 0.920.